Dataset: Full USPTO retrosynthesis dataset with 1.9M reactions from patents (1976-2016). Task: Predict the reactants needed to synthesize the given product. Given the product [C:30]1([N:25]2[C:26]([CH2:27][CH2:28][CH3:29])=[C:22]([C:20]([NH:19][CH2:18][C:13]3[CH:14]=[C:15]4[C:10](=[CH:11][CH:12]=3)[CH:9]=[C:8]([O:7][CH2:6][C:5]([OH:36])=[O:4])[CH:17]=[CH:16]4)=[O:21])[CH:23]=[N:24]2)[CH:35]=[CH:34][CH:33]=[CH:32][CH:31]=1, predict the reactants needed to synthesize it. The reactants are: [OH-].[Na+].C[O:4][C:5](=[O:36])[CH2:6][O:7][C:8]1[CH:17]=[CH:16][C:15]2[C:10](=[CH:11][CH:12]=[C:13]([CH2:18][NH:19][C:20]([C:22]3[CH:23]=[N:24][N:25]([C:30]4[CH:35]=[CH:34][CH:33]=[CH:32][CH:31]=4)[C:26]=3[CH2:27][CH2:28][CH3:29])=[O:21])[CH:14]=2)[CH:9]=1.O.Cl.